This data is from Retrosynthesis with 50K atom-mapped reactions and 10 reaction types from USPTO. The task is: Predict the reactants needed to synthesize the given product. (1) Given the product CC1(C(=O)N2CCC[C@H](Nc3nc(-c4c[nH]c5ncc(Cl)cc45)ncc3F)C2)CC1, predict the reactants needed to synthesize it. The reactants are: CC1(C(=O)O)CC1.Fc1cnc(-c2c[nH]c3ncc(Cl)cc23)nc1N[C@H]1CCCNC1. (2) The reactants are: NCc1cccc(-c2ccccc2)c1.Nc1ncccc1C(=O)O. Given the product Nc1ncccc1C(=O)NCc1cccc(-c2ccccc2)c1, predict the reactants needed to synthesize it. (3) Given the product O=C(Cc1noc2ccccc12)NS(=O)(=O)C(F)(F)F, predict the reactants needed to synthesize it. The reactants are: NS(=O)(=O)C(F)(F)F.O=C(O)Cc1noc2ccccc12. (4) Given the product N#Cc1cc(OCc2ccccc2-c2ccc(C(F)(F)F)cc2)n(CC(=O)NC2CCCCC2OCc2ccccc2)n1, predict the reactants needed to synthesize it. The reactants are: NC(=O)c1cc(OCc2ccccc2-c2ccc(C(F)(F)F)cc2)n(CC(=O)NC2CCCCC2OCc2ccccc2)n1.